Dataset: Catalyst prediction with 721,799 reactions and 888 catalyst types from USPTO. Task: Predict which catalyst facilitates the given reaction. Reactant: [OH:1][C@H:2]1[C@@H:7]([OH:8])[C@H:6]([OH:9])[C@@H:5]([CH2:10][OH:11])[O:4][C@@H:3]1[C:12]1[CH:13]=[C:14]([C:18]2[CH:23]=[C:22]([C:24](O)=[O:25])[CH:21]=[C:20]([C:27]([OH:29])=O)[CH:19]=2)[CH:15]=[CH:16][CH:17]=1.CN.[CH3:32][N:33](C(ON1N=NC2C=CC=NC1=2)=[N+](C)C)C.F[P-](F)(F)(F)(F)F.C[CH2:57][N:58](C(C)C)C(C)C. Product: [CH3:32][NH:33][C:27]([C:20]1[CH:19]=[C:18]([C:14]2[CH:15]=[CH:16][CH:17]=[C:12]([C@@H:3]3[C@@H:2]([OH:1])[C@@H:7]([OH:8])[C@H:6]([OH:9])[C@@H:5]([CH2:10][OH:11])[O:4]3)[CH:13]=2)[CH:23]=[C:22]([C:24]([NH:58][CH3:57])=[O:25])[CH:21]=1)=[O:29]. The catalyst class is: 3.